From a dataset of Forward reaction prediction with 1.9M reactions from USPTO patents (1976-2016). Predict the product of the given reaction. (1) Given the reactants [CH:1]([C@H:3]1[CH2:7][CH2:6][CH2:5][N:4]1[C:8]([O:10][C:11]([CH3:14])([CH3:13])[CH3:12])=[O:9])=[CH2:2], predict the reaction product. The product is: [CH2:1]([C@H:3]1[CH2:7][CH2:6][CH2:5][N:4]1[C:8]([O:10][C:11]([CH3:12])([CH3:14])[CH3:13])=[O:9])[CH3:2]. (2) Given the reactants [CH3:1][NH:2][C:3]1[CH:4]=[N:5][CH:6]=[CH:7][C:8]=1[C:9]1[CH:14]=[CH:13][CH:12]=[CH:11][C:10]=1[CH3:15].[C:16]([O:20][C:21]([NH:23][C:24]1[CH:25]=[C:26]([CH:30]=[C:31]([C:33]([F:36])([F:35])[F:34])[CH:32]=1)[C:27]([OH:29])=O)=[O:22])([CH3:19])([CH3:18])[CH3:17], predict the reaction product. The product is: [C:16]([O:20][C:21](=[O:22])[NH:23][C:24]1[CH:32]=[C:31]([C:33]([F:36])([F:35])[F:34])[CH:30]=[C:26]([C:27](=[O:29])[N:2]([CH3:1])[C:3]2[CH:4]=[N:5][CH:6]=[CH:7][C:8]=2[C:9]2[CH:14]=[CH:13][CH:12]=[CH:11][C:10]=2[CH3:15])[CH:25]=1)([CH3:17])([CH3:18])[CH3:19]. (3) Given the reactants [Cl:1][C:2]1[CH:3]=[CH:4][C:5]([CH2:33][CH3:34])=[C:6]([C:8]2[N:9]([S:24]([C:27]3[CH:32]=[CH:31][CH:30]=[CH:29][CH:28]=3)(=[O:26])=[O:25])[C:10](B3OC(C)(C)C(C)(C)O3)=[CH:11][C:12]=2[C:13]#[N:14])[CH:7]=1.I[C:36]1[N:41]=[CH:40][N:39]=[C:38]([NH2:42])[CH:37]=1.C([O-])([O-])=O.[Cs+].[Cs+].O, predict the reaction product. The product is: [NH2:42][C:38]1[N:39]=[CH:40][N:41]=[C:36]([C:10]2[N:9]([S:24]([C:27]3[CH:32]=[CH:31][CH:30]=[CH:29][CH:28]=3)(=[O:26])=[O:25])[C:8]([C:6]3[CH:7]=[C:2]([Cl:1])[CH:3]=[CH:4][C:5]=3[CH2:33][CH3:34])=[C:12]([C:13]#[N:14])[CH:11]=2)[CH:37]=1.